Dataset: Reaction yield outcomes from USPTO patents with 853,638 reactions. Task: Predict the reaction yield, written as a fraction of the theoretical maximum amount of product (1.0 means a 100% yield; for example, 0.34 means a 34% yield). The reactants are [C:1]([C:3]1[CH:8]=[CH:7][C:6]([CH:9]([CH3:15])[C:10]([O:12]CC)=[O:11])=[CH:5][C:4]=1[O:16][CH3:17])#[N:2].O1CCCC1.O.[OH-].[Na+]. The catalyst is C(OCC)(=O)C.C(O)(=O)C. The product is [C:1]([C:3]1[CH:8]=[CH:7][C:6]([CH:9]([CH3:15])[C:10]([OH:12])=[O:11])=[CH:5][C:4]=1[O:16][CH3:17])#[N:2]. The yield is 0.960.